Dataset: Reaction yield outcomes from USPTO patents with 853,638 reactions. Task: Predict the reaction yield, written as a fraction of the theoretical maximum amount of product (1.0 means a 100% yield; for example, 0.34 means a 34% yield). (1) The reactants are [Cl:1][C:2]1[C:10]2[C:5](=[CH:6][C:7]([C:11](OC)=[O:12])=[CH:8][CH:9]=2)[NH:4][N:3]=1.[H-].C([Al+]CC(C)C)C(C)C.O. The catalyst is O1CCCC1. The product is [Cl:1][C:2]1[C:10]2[C:5](=[CH:6][C:7]([CH2:11][OH:12])=[CH:8][CH:9]=2)[NH:4][N:3]=1. The yield is 0.450. (2) The reactants are [C:1]([C:3]1[CH:4]=[C:5]([CH:9]=[CH:10][CH:11]=1)[C:6]([OH:8])=O)#[N:2].ON1C2C=CC=CC=2N=N1.C1(N=C=NC2CCCCC2)CCCCC1.[NH:37]([C:39]1[CH:48]=[CH:47][C:42]([C:43]([O:45][CH3:46])=[O:44])=[CH:41][CH:40]=1)[NH2:38]. The catalyst is ClCCl.C1COCC1. The product is [C:1]([C:3]1[CH:4]=[C:5]([CH:9]=[CH:10][CH:11]=1)[C:6]([NH:38][NH:37][C:39]1[CH:40]=[CH:41][C:42]([C:43]([O:45][CH3:46])=[O:44])=[CH:47][CH:48]=1)=[O:8])#[N:2]. The yield is 0.610. (3) The reactants are [Cl:1][C:2]1[N:3]=[C:4]([N:13]2[CH2:18][CH2:17][O:16][CH2:15][CH2:14]2)[C:5]2[S:10][C:9]([CH:11]=O)=[CH:8][C:6]=2[N:7]=1.[CH3:19][N:20]1[CH2:25][CH2:24][NH:23][CH2:22][CH2:21]1.C(O)(=O)C.C(O[BH-](OC(=O)C)OC(=O)C)(=O)C.[Na+]. The catalyst is ClCCCl.C(Cl)Cl. The product is [Cl:1][C:2]1[N:3]=[C:4]([N:13]2[CH2:18][CH2:17][O:16][CH2:15][CH2:14]2)[C:5]2[S:10][C:9]([CH2:11][N:23]3[CH2:24][CH2:25][N:20]([CH3:19])[CH2:21][CH2:22]3)=[CH:8][C:6]=2[N:7]=1. The yield is 0.450. (4) The reactants are [Cl:1][C:2]1[N:7]=[C:6](Cl)[C:5]([Cl:9])=[CH:4][N:3]=1.C([O-])([O-])=O.[Na+].[Na+].[NH:16]1[C:24]2[C:19](=[CH:20][C:21]([NH2:25])=[CH:22][CH:23]=2)[CH:18]=[N:17]1. The catalyst is CCO. The product is [Cl:1][C:2]1[N:7]=[C:6]([NH:25][C:21]2[CH:20]=[C:19]3[C:24](=[CH:23][CH:22]=2)[NH:16][N:17]=[CH:18]3)[C:5]([Cl:9])=[CH:4][N:3]=1. The yield is 0.523.